This data is from Peptide-MHC class II binding affinity with 134,281 pairs from IEDB. The task is: Regression. Given a peptide amino acid sequence and an MHC pseudo amino acid sequence, predict their binding affinity value. This is MHC class II binding data. (1) The peptide sequence is DGQGKAVWGKNSCAK. The MHC is HLA-DPA10103-DPB10401 with pseudo-sequence HLA-DPA10103-DPB10401. The binding affinity (normalized) is 0. (2) The peptide sequence is TKTTSDYQDSDVSQ. The MHC is HLA-DQA10501-DQB10301 with pseudo-sequence HLA-DQA10501-DQB10301. The binding affinity (normalized) is 0.0562. (3) The peptide sequence is RFDTNGDGKISLSEL. The MHC is HLA-DQA10201-DQB10202 with pseudo-sequence HLA-DQA10201-DQB10202. The binding affinity (normalized) is 0.233. (4) The peptide sequence is GARSLTTLLRALGAQ. The MHC is DRB1_1101 with pseudo-sequence DRB1_1101. The binding affinity (normalized) is 0.879. (5) The peptide sequence is DPMVQIPRLVANNTR. The MHC is HLA-DPA10301-DPB10402 with pseudo-sequence HLA-DPA10301-DPB10402. The binding affinity (normalized) is 0.611. (6) The peptide sequence is EKKYFAATQFEPSAA. The MHC is DRB1_1001 with pseudo-sequence DRB1_1001. The binding affinity (normalized) is 0.649.